This data is from Reaction yield outcomes from USPTO patents with 853,638 reactions. The task is: Predict the reaction yield, written as a fraction of the theoretical maximum amount of product (1.0 means a 100% yield; for example, 0.34 means a 34% yield). (1) The reactants are [Cl:1][C:2]1[C:7]([Cl:8])=[CH:6][CH:5]=[CH:4][C:3]=1[CH:9]1[CH:14]=[CH:13][N:12]([C:15]([O:17][CH2:18][C:19]2[CH:24]=[CH:23][CH:22]=[CH:21][CH:20]=2)=[O:16])[CH:11]=[CH:10]1. The catalyst is C1(C)C=CC=CC=1. The product is [Cl:1][C:2]1[C:7]([Cl:8])=[CH:6][CH:5]=[CH:4][C:3]=1[CH:9]1[CH2:14][CH2:13][N:12]([C:15]([O:17][CH2:18][C:19]2[CH:20]=[CH:21][CH:22]=[CH:23][CH:24]=2)=[O:16])[CH2:11][CH2:10]1. The yield is 0.960. (2) The reactants are Cl.Cl.[CH2:3]([NH2:10])[C:4]1[CH:9]=[CH:8][CH:7]=[CH:6][CH:5]=1.C([N:14](C(C)C)CC)(C)C.O=[C:21]([CH2:27][C:28]([O:30][CH3:31])=[O:29])[CH2:22][C:23](OC)=[O:24]. The catalyst is C1(C)C=CC=CC=1. The product is [CH2:3]([N:10]1[C:23]([OH:24])=[CH:22][C:21]([CH2:27][C:28]([O:30][CH3:31])=[O:29])=[N:14]1)[C:4]1[CH:9]=[CH:8][CH:7]=[CH:6][CH:5]=1. The yield is 0.640. (3) The product is [C:34]1([CH:22]([C:16]2[CH:21]=[CH:20][CH:19]=[CH:18][CH:17]=2)[N:23]2[C:31]3[C:26](=[CH:27][CH:28]=[CH:29][CH:30]=3)[C:25]([OH:32])([C:8]3[C:7]([OH:10])=[CH:6][C:3]4[CH:4]=[CH:5][S:1][C:2]=4[CH:9]=3)[C:24]2=[O:33])[CH:35]=[CH:36][CH:37]=[CH:38][CH:39]=1. The catalyst is O1CCCC1.ClCCCl. The reactants are [S:1]1[CH:5]=[CH:4][C:3]2[CH:6]=[C:7]([OH:10])[CH:8]=[CH:9][C:2]1=2.C([Mg]Cl)(C)C.[C:16]1([CH:22]([C:34]2[CH:39]=[CH:38][CH:37]=[CH:36][CH:35]=2)[N:23]2[C:31]3[C:26](=[CH:27][CH:28]=[CH:29][CH:30]=3)[C:25](=[O:32])[C:24]2=[O:33])[CH:21]=[CH:20][CH:19]=[CH:18][CH:17]=1.[Cl-].[NH4+]. The yield is 0.590. (4) The reactants are [C:1]([O:5][C:6]([C:8]1([C:13]([O:15]C(C)(C)C)=[O:14])[CH2:10][CH:9]1[CH2:11][CH3:12])=[O:7])([CH3:4])([CH3:3])[CH3:2].CC(C)([O-])C.[K+]. The product is [C:1]([O:5][C:6]([C:8]1([C:13]([OH:15])=[O:14])[CH2:10][CH:9]1[CH2:11][CH3:12])=[O:7])([CH3:2])([CH3:3])[CH3:4]. The yield is 0.690. The catalyst is C(OCC)C.O.